From a dataset of Full USPTO retrosynthesis dataset with 1.9M reactions from patents (1976-2016). Predict the reactants needed to synthesize the given product. Given the product [Cl:39][C:36]1[CH:35]=[CH:34][C:33]([CH2:32][C@@H:31]([NH:30][C:28](=[O:29])[O:27][C:24]([CH3:26])([CH3:23])[CH3:25])[C:40]([N:8]2[CH:1]3[CH2:7][CH2:6][CH:5]2[CH2:4][CH:3]([N:9]([CH:17]2[CH2:18][CH2:19][CH2:20][CH2:21][CH2:22]2)[C:10]([N:12]([CH2:13][CH3:14])[CH2:15][CH3:16])=[O:11])[CH2:2]3)=[O:41])=[CH:38][CH:37]=1, predict the reactants needed to synthesize it. The reactants are: [CH:1]12[NH:8][CH:5]([CH2:6][CH2:7]1)[CH2:4][CH:3]([N:9]([CH:17]1[CH2:22][CH2:21][CH2:20][CH2:19][CH2:18]1)[C:10]([N:12]([CH2:15][CH3:16])[CH2:13][CH3:14])=[O:11])[CH2:2]2.[CH3:23][C:24]([O:27][C:28]([NH:30][C@@H:31]([C:40](O)=[O:41])[CH2:32][C:33]1[CH:38]=[CH:37][C:36]([Cl:39])=[CH:35][CH:34]=1)=[O:29])([CH3:26])[CH3:25].OC1C2N=NNC=2C=CC=1.Cl.CN(C)CCCN=C=NCC.C(N(C(C)C)CC)(C)C.